Dataset: Forward reaction prediction with 1.9M reactions from USPTO patents (1976-2016). Task: Predict the product of the given reaction. Given the reactants Br[C:2]1[CH:3]=[C:4]([CH:9]=[C:10]([C:12](=[O:23])[NH:13][CH:14]([C:16]2[CH:21]=[CH:20][C:19]([F:22])=[CH:18][CH:17]=2)[CH3:15])[CH:11]=1)[C:5]([O:7][CH3:8])=[O:6].[CH:24]([O:26]CCCC)=[CH2:25].C1C=CC(P(C2C=CC=CC=2)CCCP(C2C=CC=CC=2)C2C=CC=CC=2)=CC=1.C(=O)([O-])[O-].[K+].[K+].Cl, predict the reaction product. The product is: [C:24]([C:2]1[CH:3]=[C:4]([CH:9]=[C:10]([C:12](=[O:23])[NH:13][CH:14]([C:16]2[CH:21]=[CH:20][C:19]([F:22])=[CH:18][CH:17]=2)[CH3:15])[CH:11]=1)[C:5]([O:7][CH3:8])=[O:6])(=[O:26])[CH3:25].